Dataset: Reaction yield outcomes from USPTO patents with 853,638 reactions. Task: Predict the reaction yield, written as a fraction of the theoretical maximum amount of product (1.0 means a 100% yield; for example, 0.34 means a 34% yield). (1) The reactants are Cl[C:2]1[C:11]2[CH2:10][N:9]([C@H:12]([CH:21]([CH3:23])[CH3:22])[C:13]([N:15]3[CH2:18][CH:17]([C:19]#[N:20])[CH2:16]3)=[O:14])[C:8](=[O:24])[C:7]3=[CH:25][NH:26][C:5]([C:6]=23)=[N:4][CH:3]=1.[CH3:27][Al](C)C. The catalyst is C1C=CC([P]([Pd]([P](C2C=CC=CC=2)(C2C=CC=CC=2)C2C=CC=CC=2)([P](C2C=CC=CC=2)(C2C=CC=CC=2)C2C=CC=CC=2)[P](C2C=CC=CC=2)(C2C=CC=CC=2)C2C=CC=CC=2)(C2C=CC=CC=2)C2C=CC=CC=2)=CC=1.O1CCOCC1. The product is [CH3:22][CH:21]([CH3:23])[C@@H:12]([N:9]1[C:8](=[O:24])[C:7]2=[CH:25][NH:26][C:5]3[C:6]2=[C:11]([C:2]([CH3:27])=[CH:3][N:4]=3)[CH2:10]1)[C:13]([N:15]1[CH2:18][CH:17]([C:19]#[N:20])[CH2:16]1)=[O:14]. The yield is 0.290. (2) The reactants are C([NH:9][C:10]1[N:18]=[CH:17][N:16]=[C:15]2[C:11]=1[N:12]=[CH:13][N:14]2[C@@H:19]1[O:23][C@H:22](/[CH:24]=[CH:25]/[P:26](=[O:29])([OH:28])[OH:27])[C@@H:21]([OH:30])[C@H:20]1[OH:31])(=O)C1C=CC=CC=1.[NH4+].[OH-]. No catalyst specified. The product is [NH2:9][C:10]1[N:18]=[CH:17][N:16]=[C:15]2[C:11]=1[N:12]=[CH:13][N:14]2[C@@H:19]1[O:23][C@H:22](/[CH:24]=[CH:25]/[P:26](=[O:27])([OH:28])[OH:29])[C@@H:21]([OH:30])[C@H:20]1[OH:31]. The yield is 0.700. (3) The reactants are [NH2:1][C:2]1[C:7]([F:8])=[CH:6][C:5]([OH:9])=[C:4]([F:10])[CH:3]=1.[Cl:11][C:12]1[CH:17]=[C:16](Cl)[N:15]=[C:14]([NH:19][C:20](=[O:22])[CH3:21])[N:13]=1.C(=O)([O-])[O-].[K+].[K+]. The catalyst is CN(C=O)C.O. The product is [NH2:1][C:2]1[C:7]([F:8])=[CH:6][C:5]([O:9][C:16]2[CH:17]=[C:12]([Cl:11])[N:13]=[C:14]([NH:19][C:20](=[O:22])[CH3:21])[N:15]=2)=[C:4]([F:10])[CH:3]=1. The yield is 0.440. (4) The reactants are [CH2:1]([O:4][CH2:5][CH:6]=O)[CH:2]=[CH2:3].[C:8]1([C@@H:14]2[NH:19][CH2:18][C:17](=[O:20])[O:16][CH2:15]2)[CH:13]=[CH:12][CH:11]=[CH:10][CH:9]=1.O. The catalyst is C1C=CC=CC=1. The product is [C:8]1([C@H:14]2[CH2:15][O:16][C:17](=[O:20])[C@@H:18]3[CH2:3][C@H:2]4[CH2:1][O:4][CH2:5][C@H:6]4[N:19]23)[CH:9]=[CH:10][CH:11]=[CH:12][CH:13]=1. The yield is 0.230.